Dataset: Peptide-MHC class II binding affinity with 134,281 pairs from IEDB. Task: Regression. Given a peptide amino acid sequence and an MHC pseudo amino acid sequence, predict their binding affinity value. This is MHC class II binding data. (1) The peptide sequence is PYILLVSSKVSTVKD. The MHC is DRB1_1101 with pseudo-sequence DRB1_1101. The binding affinity (normalized) is 0.564. (2) The binding affinity (normalized) is 0.211. The peptide sequence is EGGVWTFDSEEPLQGPFNFR. The MHC is DRB1_0701 with pseudo-sequence DRB1_0701. (3) The peptide sequence is PDPTKLILQLLKDFL. The MHC is DRB1_0405 with pseudo-sequence DRB1_0405. The binding affinity (normalized) is 0.706. (4) The peptide sequence is GLGWYKIEIDQDHQE. The MHC is HLA-DQA10102-DQB10602 with pseudo-sequence HLA-DQA10102-DQB10602. The binding affinity (normalized) is 0.358. (5) The peptide sequence is AAFQAAHARFVAAAA. The MHC is DRB3_0202 with pseudo-sequence DRB3_0202. The binding affinity (normalized) is 0.793.